Dataset: Catalyst prediction with 721,799 reactions and 888 catalyst types from USPTO. Task: Predict which catalyst facilitates the given reaction. (1) Reactant: [CH3:1][C:2]1[CH:12]=[CH:11][C:5]([C:6]([O:8]CC)=O)=[CH:4][N:3]=1.C[O-].[Na+].[CH3:16][S:17][C:18]1[CH:23]=[CH:22][C:21]([CH2:24][C:25]#[N:26])=[CH:20][CH:19]=1. Product: [CH3:16][S:17][C:18]1[CH:23]=[CH:22][C:21]([CH:24]([C:25]#[N:26])[C:6]([C:5]2[CH:4]=[N:3][C:2]([CH3:1])=[CH:12][CH:11]=2)=[O:8])=[CH:20][CH:19]=1. The catalyst class is: 11. (2) Reactant: [Br:1][C:2]1[CH:7]=[CH:6][C:5]([C:8](=[O:16])[CH2:9][C:10]2[CH:15]=[CH:14][CH:13]=[CH:12][CH:11]=2)=[CH:4][CH:3]=1.[Br-:17].[Br-].[Br-].[NH+]1C=CC=CC=1.[NH+]1C=CC=CC=1.[NH+]1C=CC=CC=1. Product: [Br:1][C:2]1[CH:3]=[CH:4][C:5]([C:8](=[O:16])[CH:9]([Br:17])[C:10]2[CH:11]=[CH:12][CH:13]=[CH:14][CH:15]=2)=[CH:6][CH:7]=1. The catalyst class is: 2. (3) Reactant: C(=O)([O-])[O-].[K+].[K+].[N:7]1[CH:8]=[N:9][N:10]2[C:15]=1[C:14]1[CH:16]=[CH:17][S:18][C:13]=1[NH:12][C:11]2=[O:19].Br[CH2:21][C:22]1[CH:27]=[CH:26][CH:25]=[CH:24][C:23]=1[Cl:28]. Product: [Cl:28][C:23]1[CH:24]=[CH:25][CH:26]=[CH:27][C:22]=1[CH2:21][N:12]1[C:13]2[S:18][CH:17]=[CH:16][C:14]=2[C:15]2=[N:7][CH:8]=[N:9][N:10]2[C:11]1=[O:19]. The catalyst class is: 3.